The task is: Predict which catalyst facilitates the given reaction.. This data is from Catalyst prediction with 721,799 reactions and 888 catalyst types from USPTO. Reactant: [Br:1][C:2]1[CH:11]=[CH:10][C:5]([C:6]([O:8]C)=[O:7])=[CH:4][C:3]=1[CH2:12][O:13][CH3:14].[OH-].[Na+]. Product: [Br:1][C:2]1[CH:11]=[CH:10][C:5]([C:6]([OH:8])=[O:7])=[CH:4][C:3]=1[CH2:12][O:13][CH3:14]. The catalyst class is: 14.